From a dataset of Forward reaction prediction with 1.9M reactions from USPTO patents (1976-2016). Predict the product of the given reaction. (1) The product is: [Br:17][C:16]1[C:11]2[B:12]([OH:15])[O:13][CH2:14][C:10]=2[CH:9]=[CH:8][C:7]=1[O:6][CH2:5][C:2]([NH:1][C:35](=[O:36])[C:34]1[CH:38]=[CH:39][C:31]([O:30][C:29]([F:28])([F:40])[F:41])=[CH:32][CH:33]=1)([C:3]#[N:4])[CH3:18]. Given the reactants [NH2:1][C:2]([CH3:18])([CH2:5][O:6][C:7]1[CH:8]=[CH:9][C:10]2[CH2:14][O:13][B:12]([OH:15])[C:11]=2[C:16]=1[Br:17])[C:3]#[N:4].CCN(C(C)C)C(C)C.[F:28][C:29]([F:41])([F:40])[O:30][C:31]1[CH:39]=[CH:38][C:34]([C:35](Cl)=[O:36])=[CH:33][CH:32]=1.O=S(Cl)Cl.Cl, predict the reaction product. (2) Given the reactants [CH2:1]([O:8][CH2:9][CH2:10][CH2:11][C@H:12]([CH:21]=[N:22][OH:23])[CH2:13][C:14]([O:16][C:17]([CH3:20])([CH3:19])[CH3:18])=[O:15])[C:2]1[CH:7]=[CH:6][CH:5]=[CH:4][CH:3]=1.[Cl:24]N1C(=O)CCC1=O.C1(C)C=CC=CC=1.O, predict the reaction product. The product is: [CH2:1]([O:8][CH2:9][CH2:10][CH2:11][C@H:12]([C:21]([Cl:24])=[N:22][OH:23])[CH2:13][C:14]([O:16][C:17]([CH3:18])([CH3:19])[CH3:20])=[O:15])[C:2]1[CH:3]=[CH:4][CH:5]=[CH:6][CH:7]=1. (3) Given the reactants [H-].[Na+].[C:3]([NH2:12])(=[O:11])[C:4]1[C:5](=[CH:7][CH:8]=[CH:9][CH:10]=1)[OH:6].Cl[C:14]1[C:23]2[C:18](=[CH:19][CH:20]=[C:21]([O:24][CH2:25][CH3:26])[CH:22]=2)[N:17]=[C:16]([C:27]2[CH:28]=[N:29][CH:30]=[CH:31][CH:32]=2)[N:15]=1.O, predict the reaction product. The product is: [CH2:25]([O:24][C:21]1[CH:22]=[C:23]2[C:18](=[CH:19][CH:20]=1)[N:17]=[C:16]([C:27]1[CH:28]=[N:29][CH:30]=[CH:31][CH:32]=1)[N:15]=[C:14]2[O:6][C:5]1[CH:7]=[CH:8][CH:9]=[CH:10][C:4]=1[C:3]([NH2:12])=[O:11])[CH3:26]. (4) Given the reactants [CH3:1][N:2]1[CH2:9][C@@H:8]2[C@@H:4]([N:5]([C:10]3[CH:17]=[CH:16][C:13]([C:14]#[N:15])=[CH:12][CH:11]=3)[CH2:6][CH2:7]2)[CH2:3]1, predict the reaction product. The product is: [CH3:1][N:2]1[CH2:9][C@@H:8]2[C@@H:4]([N:5]([C:10]3[CH:17]=[CH:16][C:13]([CH2:14][NH2:15])=[CH:12][CH:11]=3)[CH2:6][CH2:7]2)[CH2:3]1. (5) Given the reactants C([O:5]C(=O)[NH:7][C:8]1[CH:13]=[N:12][C:11]([CH2:14][C:15]#[N:16])=[CH:10][N:9]=1)(C)(C)C.FC(F)(F)C(O)=O, predict the reaction product. The product is: [OH-:5].[NH4+:7].[NH2:7][C:8]1[N:9]=[CH:10][C:11]([CH2:14][C:15]#[N:16])=[N:12][CH:13]=1. (6) The product is: [CH3:1][O:2][C:3](=[O:27])[CH2:4][C:5]1[CH:6]=[C:7]([C:13]2[CH:18]=[CH:17][C:16]([C:19]([F:21])([F:20])[F:22])=[CH:15][C:14]=2[CH2:23][N:24]([CH2:25][CH3:26])[C:36]([NH:35][C:30]2[CH:31]=[CH:32][CH:33]=[CH:34][C:29]=2[Br:28])=[O:37])[C:8]([O:11][CH3:12])=[CH:9][CH:10]=1. Given the reactants [CH3:1][O:2][C:3](=[O:27])[CH2:4][C:5]1[CH:6]=[C:7]([C:13]2[CH:18]=[CH:17][C:16]([C:19]([F:22])([F:21])[F:20])=[CH:15][C:14]=2[CH2:23][NH:24][CH2:25][CH3:26])[C:8]([O:11][CH3:12])=[CH:9][CH:10]=1.[Br:28][C:29]1[CH:34]=[CH:33][CH:32]=[CH:31][C:30]=1[N:35]=[C:36]=[O:37], predict the reaction product. (7) Given the reactants O.[OH-].[Li+].[S:4]1[CH:8]=[CH:7][N:6]2[CH:9]=[C:10]([C:12]3[CH:40]=[CH:39][CH:38]=[CH:37][C:13]=3[C:14]([NH:16][C:17]3[CH:26]=[CH:25][C:24]4[C:19](=[CH:20][CH:21]=[C:22]([C:27]([O:29]CC5C=CC=CC=5)=[O:28])[CH:23]=4)[N:18]=3)=[O:15])[N:11]=[C:5]12, predict the reaction product. The product is: [S:4]1[CH:8]=[CH:7][N:6]2[CH:9]=[C:10]([C:12]3[CH:40]=[CH:39][CH:38]=[CH:37][C:13]=3[C:14]([NH:16][C:17]3[CH:26]=[CH:25][C:24]4[C:19](=[CH:20][CH:21]=[C:22]([C:27]([OH:29])=[O:28])[CH:23]=4)[N:18]=3)=[O:15])[N:11]=[C:5]12.